Dataset: NCI-60 drug combinations with 297,098 pairs across 59 cell lines. Task: Regression. Given two drug SMILES strings and cell line genomic features, predict the synergy score measuring deviation from expected non-interaction effect. (1) Drug 1: COC1=CC(=CC(=C1O)OC)C2C3C(COC3=O)C(C4=CC5=C(C=C24)OCO5)OC6C(C(C7C(O6)COC(O7)C8=CC=CS8)O)O. Drug 2: CCC1(CC2CC(C3=C(CCN(C2)C1)C4=CC=CC=C4N3)(C5=C(C=C6C(=C5)C78CCN9C7C(C=CC9)(C(C(C8N6C)(C(=O)OC)O)OC(=O)C)CC)OC)C(=O)OC)O.OS(=O)(=O)O. Cell line: ACHN. Synergy scores: CSS=63.2, Synergy_ZIP=-2.67, Synergy_Bliss=0.500, Synergy_Loewe=2.10, Synergy_HSA=2.79. (2) Drug 2: CNC(=O)C1=NC=CC(=C1)OC2=CC=C(C=C2)NC(=O)NC3=CC(=C(C=C3)Cl)C(F)(F)F. Synergy scores: CSS=80.6, Synergy_ZIP=2.44, Synergy_Bliss=0.162, Synergy_Loewe=-11.0, Synergy_HSA=0.269. Drug 1: CC(C1=C(C=CC(=C1Cl)F)Cl)OC2=C(N=CC(=C2)C3=CN(N=C3)C4CCNCC4)N. Cell line: SR. (3) Synergy scores: CSS=64.0, Synergy_ZIP=0.331, Synergy_Bliss=-1.04, Synergy_Loewe=-47.9, Synergy_HSA=-0.597. Cell line: NCI-H460. Drug 1: CCC(=C(C1=CC=CC=C1)C2=CC=C(C=C2)OCCN(C)C)C3=CC=CC=C3.C(C(=O)O)C(CC(=O)O)(C(=O)O)O. Drug 2: CCC1(C2=C(COC1=O)C(=O)N3CC4=CC5=C(C=CC(=C5CN(C)C)O)N=C4C3=C2)O.Cl. (4) Drug 1: C1=CC(=CC=C1CC(C(=O)O)N)N(CCCl)CCCl.Cl. Drug 2: CCCCCOC(=O)NC1=NC(=O)N(C=C1F)C2C(C(C(O2)C)O)O. Cell line: HCC-2998. Synergy scores: CSS=10.1, Synergy_ZIP=-1.13, Synergy_Bliss=2.46, Synergy_Loewe=-3.73, Synergy_HSA=0.634. (5) Drug 1: CNC(=O)C1=CC=CC=C1SC2=CC3=C(C=C2)C(=NN3)C=CC4=CC=CC=N4. Drug 2: CC1=C(C=C(C=C1)NC(=O)C2=CC=C(C=C2)CN3CCN(CC3)C)NC4=NC=CC(=N4)C5=CN=CC=C5. Cell line: SW-620. Synergy scores: CSS=-2.20, Synergy_ZIP=2.94, Synergy_Bliss=4.30, Synergy_Loewe=-7.39, Synergy_HSA=-3.75. (6) Drug 1: C1=CC(=CC=C1CCCC(=O)O)N(CCCl)CCCl. Drug 2: C1=NC2=C(N1)C(=S)N=CN2. Cell line: SF-295. Synergy scores: CSS=25.7, Synergy_ZIP=-7.84, Synergy_Bliss=-9.71, Synergy_Loewe=-11.0, Synergy_HSA=-6.15.